This data is from Catalyst prediction with 721,799 reactions and 888 catalyst types from USPTO. The task is: Predict which catalyst facilitates the given reaction. (1) Reactant: Cl.[CH3:2][O:3][C:4](=[O:11])[C@@H:5]1[CH2:9][C@@H:8]([OH:10])[CH2:7][NH:6]1.[C:12]1([S:18](Cl)(=[O:20])=[O:19])[CH:17]=[CH:16][CH:15]=[CH:14][CH:13]=1. The catalyst class is: 300. Product: [CH3:2][O:3][C:4](=[O:11])[C@@H:5]1[CH2:9][C@@H:8]([OH:10])[CH2:7][N:6]1[S:18]([C:12]1[CH:17]=[CH:16][CH:15]=[CH:14][CH:13]=1)(=[O:20])=[O:19]. (2) Reactant: [C:1](Cl)(=[O:6])[CH2:2][CH2:3][CH2:4][CH3:5].[K].[OH:9][C:10]1[CH:15]=[CH:14][C:13]([N+:16]([O-:18])=[O:17])=[CH:12][C:11]=1[CH2:19][C:20]([C:22]1[CH:27]=[CH:26][C:25]([O:28][CH3:29])=[CH:24][CH:23]=1)=[O:21]. Product: [C:1]([O:9][C:10]1[CH:15]=[CH:14][C:13]([N+:16]([O-:18])=[O:17])=[CH:12][C:11]=1[CH2:19][C:20]([C:22]1[CH:27]=[CH:26][C:25]([O:28][CH3:29])=[CH:24][CH:23]=1)=[O:21])(=[O:6])[CH2:2][CH2:3][CH2:4][CH3:5]. The catalyst class is: 21. (3) Reactant: [Cl:1][C:2]1[CH:3]=[C:4]([NH:9][C:10]2[C:19]3[C:14](=[CH:15][C:16]([O:27][CH2:28][CH:29]4[CH2:32][C:31]5([CH2:37][CH2:36][N:35]([CH3:38])[CH2:34][CH2:33]5)[CH2:30]4)=[C:17]([NH:20][C:21](=[O:26])/[CH:22]=[CH:23]/[CH2:24][CH3:25])[CH:18]=3)[N:13]=[CH:12][N:11]=2)[CH:5]=[CH:6][C:7]=1[F:8].Cl. The catalyst class is: 5. Product: [ClH:1].[Cl:1][C:2]1[CH:3]=[C:4]([NH:9][C:10]2[C:19]3[C:14](=[CH:15][C:16]([O:27][CH2:28][CH:29]4[CH2:30][C:31]5([CH2:37][CH2:36][N:35]([CH3:38])[CH2:34][CH2:33]5)[CH2:32]4)=[C:17]([NH:20][C:21](=[O:26])/[CH:22]=[CH:23]/[CH2:24][CH3:25])[CH:18]=3)[N:13]=[CH:12][N:11]=2)[CH:5]=[CH:6][C:7]=1[F:8]. (4) Reactant: Cl[C:2]1[CH:7]=[CH:6][N:5]2[N:8]=[CH:9][C:10]([CH:11]=[O:12])=[C:4]2[N:3]=1.[Cl:13][C:14]1[CH:15]=[C:16]([OH:20])[CH:17]=[CH:18][CH:19]=1.C([O-])([O-])=O.[K+].[K+].O. Product: [Cl:13][C:14]1[CH:15]=[C:16]([CH:17]=[CH:18][CH:19]=1)[O:20][C:2]1[CH:7]=[CH:6][N:5]2[N:8]=[CH:9][C:10]([CH:11]=[O:12])=[C:4]2[N:3]=1. The catalyst class is: 3.